This data is from Aqueous solubility values for 9,982 compounds from the AqSolDB database. The task is: Regression/Classification. Given a drug SMILES string, predict its absorption, distribution, metabolism, or excretion properties. Task type varies by dataset: regression for continuous measurements (e.g., permeability, clearance, half-life) or binary classification for categorical outcomes (e.g., BBB penetration, CYP inhibition). For this dataset (solubility_aqsoldb), we predict Y. (1) The compound is Cc1cc(C)cc(C(=O)Cl)c1. The Y is -3.33 log mol/L. (2) The drug is CCN(CC)c1ccc(N=Nc2c(C#N)cc([N+](=O)[O-])cc2[N+](=O)[O-])c(NC(C)=O)c1. The Y is -6.33 log mol/L. (3) The Y is -1.13 log mol/L. The molecule is CC(=O)NC(CC(C)C)C(=O)O. (4) The compound is Cc1cc(O)c(C(=O)O)cc1Cl. The Y is -3.12 log mol/L.